Dataset: Forward reaction prediction with 1.9M reactions from USPTO patents (1976-2016). Task: Predict the product of the given reaction. (1) Given the reactants [C:1]([NH:4][C:5]1[N:9]([C:10]2[CH:15]=[C:14]([S:16][CH2:17][C:18]([F:21])([F:20])[F:19])[C:13]([CH3:22])=[CH:12][C:11]=2[F:23])[N:8]=[C:7]([OH:24])[CH:6]=1)(=[O:3])[CH3:2].[C:25](=O)([O-])[O-].[K+].[K+].[F:31][C:32]([F:55])([F:54])[C:33]([F:53])([F:52])[C:34]([F:51])([F:50])[C:35]([F:49])([F:48])S(OCC(F)(F)C(F)(F)F)(=O)=O, predict the reaction product. The product is: [C:1]([NH:4][C:5]1[N:9]([C:10]2[CH:15]=[C:14]([S:16][CH2:17][C:18]([F:19])([F:20])[F:21])[C:13]([CH3:22])=[CH:12][C:11]=2[F:23])[N:8]=[C:7]([O:24][CH2:25][C:35]([F:48])([F:49])[C:34]([F:50])([F:51])[C:33]([F:52])([F:53])[C:32]([F:31])([F:54])[F:55])[CH:6]=1)(=[O:3])[CH3:2]. (2) Given the reactants [O:1]1[C:5]2[CH:6]=[CH:7][C:8]([S:10][C:11]3[N:12]([CH2:21][CH2:22][CH2:23][CH2:24][CH2:25][N:26]4[C:34](=[O:35])[C:33]5[C:28](=[CH:29][CH:30]=[CH:31][CH:32]=5)[C:27]4=[O:36])[C:13]4[N:14]=[CH:15][NH:16][C:17](=[O:20])[C:18]=4[N:19]=3)=[CH:9][C:4]=2[O:3][CH2:2]1.C([O-])([O-])=O.[K+].[K+].Cl[C:44]1[CH:49]=[CH:48][C:47]([N+:50]([O-:52])=[O:51])=[CH:46][C:45]=1[N+:53]([O-:55])=[O:54], predict the reaction product. The product is: [O:1]1[C:5]2[CH:6]=[CH:7][C:8]([S:10][C:11]3[N:12]([CH2:21][CH2:22][CH2:23][CH2:24][CH2:25][N:26]4[C:34](=[O:35])[C:33]5[C:28](=[CH:29][CH:30]=[CH:31][CH:32]=5)[C:27]4=[O:36])[C:13]4[N:14]=[CH:15][N:16]([C:48]5[CH:49]=[CH:44][C:45]([N+:53]([O-:55])=[O:54])=[CH:46][C:47]=5[N+:50]([O-:52])=[O:51])[C:17](=[O:20])[C:18]=4[N:19]=3)=[CH:9][C:4]=2[O:3][CH2:2]1.